Dataset: Reaction yield outcomes from USPTO patents with 853,638 reactions. Task: Predict the reaction yield, written as a fraction of the theoretical maximum amount of product (1.0 means a 100% yield; for example, 0.34 means a 34% yield). (1) The reactants are C[O:2][C:3](=[O:30])[CH2:4][CH2:5][C:6]([CH3:29])=[CH:7][CH2:8][C:9]1[C:10]([O:22][CH2:23][CH2:24][Si:25]([CH3:28])([CH3:27])[CH3:26])=[C:11]2[C:15](=[C:16]([CH3:20])[C:17]=1[O:18][CH3:19])[CH2:14][O:13][C:12]2=[O:21].[OH-].[Na+].Cl. The catalyst is CO.O. The product is [CH3:19][O:18][C:17]1[C:16]([CH3:20])=[C:15]2[C:11]([C:12](=[O:21])[O:13][CH2:14]2)=[C:10]([O:22][CH2:23][CH2:24][Si:25]([CH3:27])([CH3:26])[CH3:28])[C:9]=1[CH2:8][CH:7]=[C:6]([CH3:29])[CH2:5][CH2:4][C:3]([OH:30])=[O:2]. The yield is 0.830. (2) The reactants are [Cl-].O[NH3+:3].[C:4](=[O:7])([O-])[OH:5].[Na+].CS(C)=O.[CH2:13]([C:17]1[N:18]=[C:19]([CH3:49])[N:20]([C:39]2[CH:40]=[CH:41][C:42]3[O:46][CH:45]([CH3:47])[CH2:44][C:43]=3[CH:48]=2)[C:21](=[O:38])[C:22]=1[CH2:23][C:24]1[CH:29]=[CH:28][C:27]([C:30]2[C:31]([C:36]#[N:37])=[CH:32][CH:33]=[CH:34][CH:35]=2)=[CH:26][CH:25]=1)[CH2:14][CH2:15][CH3:16]. The catalyst is O.C(OCC)(=O)C. The product is [CH2:13]([C:17]1[N:18]=[C:19]([CH3:49])[N:20]([C:39]2[CH:40]=[CH:41][C:42]3[O:46][CH:45]([CH3:47])[CH2:44][C:43]=3[CH:48]=2)[C:21](=[O:38])[C:22]=1[CH2:23][C:24]1[CH:25]=[CH:26][C:27]([C:30]2[CH:35]=[CH:34][CH:33]=[CH:32][C:31]=2[C:36]2[NH:3][C:4](=[O:7])[O:5][N:37]=2)=[CH:28][CH:29]=1)[CH2:14][CH2:15][CH3:16]. The yield is 0.730. (3) The reactants are [F:1][C:2]([F:39])([F:38])[CH:3]([CH:22]1[CH2:27][CH2:26][N:25](C(OCC2C=CC=CC=2)=O)[CH2:24][CH2:23]1)[O:4][C:5]1[C:6]([NH:15][S:16]([CH2:19][CH2:20][CH3:21])(=[O:18])=[O:17])=[N:7][C:8]2[C:13]([N:14]=1)=[CH:12][CH:11]=[CH:10][CH:9]=2.C(O)C. The catalyst is O1CCCC1.[Pd]. The product is [F:39][C:2]([F:1])([F:38])[CH:3]([CH:22]1[CH2:27][CH2:26][NH:25][CH2:24][CH2:23]1)[O:4][C:5]1[C:6]([NH:15][S:16]([CH2:19][CH2:20][CH3:21])(=[O:18])=[O:17])=[N:7][C:8]2[C:13]([N:14]=1)=[CH:12][CH:11]=[CH:10][CH:9]=2. The yield is 0.370. (4) The reactants are C[O:2][C:3](=[O:24])[C:4]1[CH:9]=[C:8]([C:10]2[S:11][CH:12]=[C:13]([C:15]3[CH:20]=[CH:19][C:18]([Cl:21])=[C:17]([Cl:22])[CH:16]=3)[N:14]=2)[CH:7]=[CH:6][C:5]=1Br.[F:25][C:26]1[CH:31]=[C:30]([F:32])[CH:29]=[CH:28][C:27]=1B(O)O. No catalyst specified. The product is [Cl:22][C:17]1[CH:16]=[C:15]([C:13]2[N:14]=[C:10]([C:8]3[CH:9]=[C:4]([C:3]([OH:2])=[O:24])[C:5]([C:29]4[CH:28]=[CH:27][C:26]([F:25])=[CH:31][C:30]=4[F:32])=[CH:6][CH:7]=3)[S:11][CH:12]=2)[CH:20]=[CH:19][C:18]=1[Cl:21]. The yield is 0.170. (5) The reactants are [O:1]1[C:5]2[CH:6]=[CH:7][C:8]([C:10]3[O:11][C:12]4[C:13](=[C:15]([C:19]([OH:21])=O)[CH:16]=[CH:17][CH:18]=4)[N:14]=3)=[CH:9][C:4]=2[O:3][CH2:2]1.Cl.Cl.[NH2:24][C@H:25]1[CH:30]2[CH2:31][CH2:32][N:27]([CH2:28][CH2:29]2)[CH2:26]1.Cl.C(N=C=NCCCN(C)C)C.ON1C2C=CC=CC=2N=N1.CCN(C(C)C)C(C)C. The catalyst is CN(C=O)C.C(OCC)(=O)C. The product is [N:27]12[CH2:32][CH2:31][CH:30]([CH2:29][CH2:28]1)[C@H:25]([NH:24][C:19]([C:15]1[CH:16]=[CH:17][CH:18]=[C:12]3[O:11][C:10]([C:8]4[CH:7]=[CH:6][C:5]5[O:1][CH2:2][O:3][C:4]=5[CH:9]=4)=[N:14][C:13]=13)=[O:21])[CH2:26]2. The yield is 0.420. (6) The reactants are O1CCCC1.[F:6][C:7]1[CH:8]=[C:9]([CH:22]=[CH:23][CH:24]=1)[O:10][C:11]1[CH:16]=[CH:15][C:14]([CH2:17][C:18](Cl)=[N:19][OH:20])=[CH:13][CH:12]=1.[C:25]([C:27]1[C:28]([NH2:33])=[N:29][CH:30]=[CH:31][CH:32]=1)#[CH:26].C(N(CC)CC)C. The catalyst is O. The product is [F:6][C:7]1[CH:8]=[C:9]([CH:22]=[CH:23][CH:24]=1)[O:10][C:11]1[CH:16]=[CH:15][C:14]([CH2:17][C:18]2[CH:26]=[C:25]([C:27]3[C:28]([NH2:33])=[N:29][CH:30]=[CH:31][CH:32]=3)[O:20][N:19]=2)=[CH:13][CH:12]=1. The yield is 0.253. (7) The reactants are [CH3:1][NH:2][C@H:3]1[CH2:8][CH2:7][C@H:6]([C:9]2[CH:18]=[CH:17][C:12]3[NH:13][C:14](=[O:16])[O:15][C:11]=3[CH:10]=2)[CH2:5][CH2:4]1.[F:19][C:20]1[CH:25]=[C:24]([F:26])[CH:23]=[C:22]([F:27])[C:21]=1[CH2:28][CH2:29][CH:30]=O.Cl. No catalyst specified. The product is [F:27][C:22]1[CH:23]=[C:24]([F:26])[CH:25]=[C:20]([F:19])[C:21]=1[CH2:28][CH2:29][CH2:30][N:2]([CH3:1])[C@H:3]1[CH2:4][CH2:5][C@H:6]([C:9]2[CH:18]=[CH:17][C:12]3[NH:13][C:14](=[O:16])[O:15][C:11]=3[CH:10]=2)[CH2:7][CH2:8]1. The yield is 0.320. (8) The reactants are [CH3:1][O:2][C:3](=[O:22])[C:4]1[CH:9]=[CH:8][C:7]([NH:10][C:11]2[CH:16]=[CH:15][C:14]([C:17]#[N:18])=[CH:13][C:12]=2[N+:19]([O-])=O)=[CH:6][CH:5]=1.NN. The catalyst is C(O)C.[Pd]. The product is [CH3:1][O:2][C:3](=[O:22])[C:4]1[CH:5]=[CH:6][C:7]([NH:10][C:11]2[CH:16]=[CH:15][C:14]([C:17]#[N:18])=[CH:13][C:12]=2[NH2:19])=[CH:8][CH:9]=1. The yield is 0.500.